Dataset: Catalyst prediction with 721,799 reactions and 888 catalyst types from USPTO. Task: Predict which catalyst facilitates the given reaction. (1) Reactant: COC1C=C(C=CC=1OC)C[NH:7][C:8]1[N:9]=[C:10]([C:25]2[O:26][CH:27]=[CH:28][CH:29]=2)[C:11]2[CH:16]=[CH:15][N:14]([CH2:17][C:18]3[CH:23]=[CH:22][CH:21]=[CH:20][C:19]=3[F:24])[C:12]=2[N:13]=1. Product: [F:24][C:19]1[CH:20]=[CH:21][CH:22]=[CH:23][C:18]=1[CH2:17][N:14]1[C:12]2[N:13]=[C:8]([NH2:7])[N:9]=[C:10]([C:25]3[O:26][CH:27]=[CH:28][CH:29]=3)[C:11]=2[CH:16]=[CH:15]1. The catalyst class is: 67. (2) Reactant: C1(S(O[CH:11]2[CH2:16][CH2:15][N:14]([C:17]([O:19][C:20]([CH3:23])([CH3:22])[CH3:21])=[O:18])[CH2:13][CH2:12]2)(=O)=O)C=CC=CC=1.[C:24]([O:32][CH2:33][CH3:34])(=[O:31])[CH2:25][C:26]([O:28][CH2:29][CH3:30])=[O:27].CC[O-].[Na+].CCO. Product: [C:20]([O:19][C:17]([N:14]1[CH2:13][CH2:12][CH:11]([CH:25]([C:26]([O:28][CH2:29][CH3:30])=[O:27])[C:24]([O:32][CH2:33][CH3:34])=[O:31])[CH2:16][CH2:15]1)=[O:18])([CH3:21])([CH3:22])[CH3:23]. The catalyst class is: 14. (3) Reactant: CO[C:3]1[CH2:4][CH2:5][CH2:6][CH2:7][CH2:8][N:9]=1.[NH2:10][C:11]1[C:12]([C:18](O)=[O:19])=[N:13][CH:14]=[C:15]([Br:17])[CH:16]=1. Product: [Br:17][C:15]1[CH:14]=[N:13][C:12]2[C:18](=[O:19])[N:9]3[CH2:8][CH2:7][CH2:6][CH2:5][CH2:4][C:3]3=[N:10][C:11]=2[CH:16]=1. The catalyst class is: 18. (4) Reactant: [ClH:1].[CH3:2][C:3]1([CH2:9][OH:10])[CH2:8][CH2:7][CH2:6][CH2:5][CH2:4]1.[CH2:11]=O. Product: [Cl:1][CH2:11][O:10][CH2:9][C:3]1([CH3:2])[CH2:8][CH2:7][CH2:6][CH2:5][CH2:4]1. The catalyst class is: 81. (5) The catalyst class is: 2. Reactant: [C:1]([C:4]1([C:7]2[CH:38]=[CH:37][CH:36]=[CH:35][C:8]=2[CH2:9][CH2:10][C:11]2[C:16]([Cl:17])=[CH:15][N:14]=[C:13]([NH:18][C:19]3[CH:24]=[CH:23][C:22]([CH:25]([NH:27]C(=O)OC(C)(C)C)[CH3:26])=[CH:21][CH:20]=3)[N:12]=2)[CH2:6][CH2:5]1)(=[O:3])[NH2:2].FC(F)(F)C(O)=O. Product: [NH2:27][CH:25]([C:22]1[CH:21]=[CH:20][C:19]([NH:18][C:13]2[N:12]=[C:11]([CH2:10][CH2:9][C:8]3[CH:35]=[CH:36][CH:37]=[CH:38][C:7]=3[C:4]3([C:1]([NH2:2])=[O:3])[CH2:5][CH2:6]3)[C:16]([Cl:17])=[CH:15][N:14]=2)=[CH:24][CH:23]=1)[CH3:26]. (6) Reactant: [CH:1]1([N:4]([C@@H:20]([C:22]2[CH:26]=[C:25]([C:27]3[CH:32]=[CH:31][CH:30]=[CH:29][N:28]=3)[N:24]([CH2:33][CH2:34][CH2:35][NH:36][C:37]([O:39][CH3:40])=[O:38])[N:23]=2)[CH3:21])[C:5]([C@@H:7]2[O:12][CH2:11][CH2:10][N:9](C(OC(C)(C)C)=O)[CH2:8]2)=[O:6])[CH2:3][CH2:2]1. Product: [CH:1]1([N:4]([C:5]([C@@H:7]2[O:12][CH2:11][CH2:10][NH:9][CH2:8]2)=[O:6])[C@@H:20]([C:22]2[CH:26]=[C:25]([C:27]3[CH:32]=[CH:31][CH:30]=[CH:29][N:28]=3)[N:24]([CH2:33][CH2:34][CH2:35][NH:36][C:37](=[O:38])[O:39][CH3:40])[N:23]=2)[CH3:21])[CH2:3][CH2:2]1. The catalyst class is: 4. (7) Reactant: C([O:8][C:9]1[CH:10]=[N:11][C:12]([C:15]2[CH:16]=[C:17]([CH:34]=[CH:35][CH:36]=2)[CH2:18][C:19]2[C:24](=[O:25])[CH:23]=[CH:22][N:21]([C:26]3[CH:31]=[CH:30][C:29]([F:32])=[C:28]([F:33])[CH:27]=3)[N:20]=2)=[N:13][CH:14]=1)C1C=CC=CC=1.B(Br)(Br)Br.CO. Product: [F:33][C:28]1[CH:27]=[C:26]([N:21]2[CH:22]=[CH:23][C:24](=[O:25])[C:19]([CH2:18][C:17]3[CH:34]=[CH:35][CH:36]=[C:15]([C:12]4[N:13]=[CH:14][C:9]([OH:8])=[CH:10][N:11]=4)[CH:16]=3)=[N:20]2)[CH:31]=[CH:30][C:29]=1[F:32]. The catalyst class is: 2. (8) Product: [Br:1][C:2]1[CH:7]=[CH:6][C:5]([N:8]2[CH:12]=[CH:11][C:10]([NH:13][CH3:14])=[N:9]2)=[CH:4][C:3]=1[O:21][CH3:22]. The catalyst class is: 14. Reactant: [Br:1][C:2]1[CH:7]=[CH:6][C:5]([N:8]2[CH:12]=[CH:11][C:10]([N:13](C)[C:14](=O)C(F)(F)F)=[N:9]2)=[CH:4][C:3]=1[O:21][CH3:22].[O-]CC.[Na+].O. (9) Reactant: [F:1][C:2]([F:7])([F:6])[C:3]([OH:5])=[O:4].C([O:12][C:13](=[O:39])/[CH:14]=[CH:15]/[C:16]1[CH:21]=[CH:20][C:19](/[CH:22]=[CH:23]/[C:24]([C:26]2[CH:31]=[CH:30][C:29]([CH:32]3[CH2:37][CH2:36][N:35]([CH3:38])[CH2:34][CH2:33]3)=[CH:28][CH:27]=2)=[O:25])=[CH:18][CH:17]=1)(C)(C)C. Product: [F:1][C:2]([F:7])([F:6])[C:3]([OH:5])=[O:4].[CH3:38][N:35]1[CH2:34][CH2:33][CH:32]([C:29]2[CH:28]=[CH:27][C:26]([C:24](=[O:25])/[CH:23]=[CH:22]/[C:19]3[CH:18]=[CH:17][C:16](/[CH:15]=[CH:14]/[C:13]([OH:39])=[O:12])=[CH:21][CH:20]=3)=[CH:31][CH:30]=2)[CH2:37][CH2:36]1. The catalyst class is: 2. (10) Reactant: [C:1]1([CH2:17][O:18][C@@H:19]2[C@H:23]([OH:24])[C@@H:22]([CH2:25][OH:26])[O:21][C@H:20]2[N:27]2[C:36]3[N:35]=[CH:34][N:33]=[C:31]([NH2:32])[C:30]=3[N:29]=[CH:28]2)[C:14]2[C:15]3=[C:16]4[C:11](=[CH:12][CH:13]=2)[CH:10]=[CH:9][CH:8]=[C:7]4[CH:6]=[CH:5][C:4]3=[CH:3][CH:2]=1.C[Si](Cl)(C)C.[C:42](Cl)(=[O:49])[C:43]1[CH:48]=[CH:47][CH:46]=[CH:45][CH:44]=1.N. Product: [C:1]1([CH2:17][O:18][C@@H:19]2[C@H:23]([OH:24])[C@@H:22]([CH2:25][OH:26])[O:21][C@H:20]2[N:27]2[C:36]3[N:35]=[CH:34][N:33]=[C:31]([NH:32][C:42](=[O:49])[C:43]4[CH:48]=[CH:47][CH:46]=[CH:45][CH:44]=4)[C:30]=3[N:29]=[CH:28]2)[C:14]2[C:15]3=[C:16]4[C:11](=[CH:12][CH:13]=2)[CH:10]=[CH:9][CH:8]=[C:7]4[CH:6]=[CH:5][C:4]3=[CH:3][CH:2]=1. The catalyst class is: 17.